From a dataset of Catalyst prediction with 721,799 reactions and 888 catalyst types from USPTO. Predict which catalyst facilitates the given reaction. (1) Reactant: S(OC)(O[CH3:5])(=O)=O.[F:8][C:9]1[CH:14]=[CH:13][C:12]([N:15]2[C:23](=[O:24])[C:22]3[C@@H:21]4[C:25]([CH3:27])([CH3:26])[C@@:18]([CH3:28])([CH2:19][CH2:20]4)[C:17]=3[NH:16]2)=[CH:11][CH:10]=1. Product: [F:8][C:9]1[CH:14]=[CH:13][C:12]([N:15]2[C:23](=[O:24])[C:22]3[C@@H:21]4[C:25]([CH3:27])([CH3:26])[C@@:18]([CH3:28])([CH2:19][CH2:20]4)[C:17]=3[N:16]2[CH3:5])=[CH:11][CH:10]=1. The catalyst class is: 74. (2) Reactant: [C:1]1([C:7]2[CH:8]=[C:9]3[C:14]4=[C:15]([CH2:17][N:18](C(OCC5C=CC=CC=5)=O)[CH2:19][CH2:20][N:13]4[CH2:12][CH:11]4[CH2:31][CH2:32][CH2:33][CH:10]34)[CH:16]=2)[CH:6]=[CH:5][CH:4]=[CH:3][CH:2]=1.FC(F)(F)S(O)(=O)=O.C1(OC)C=CC=CC=1.[OH-].[Na+].C(Cl)[Cl:53]. Product: [ClH:53].[C:1]1([C:7]2[CH:8]=[C:9]3[C:14]4=[C:15]([CH2:17][NH:18][CH2:19][CH2:20][N:13]4[CH2:12][CH:11]4[CH2:31][CH2:32][CH2:33][CH:10]34)[CH:16]=2)[CH:2]=[CH:3][CH:4]=[CH:5][CH:6]=1. The catalyst class is: 6.